Dataset: Catalyst prediction with 721,799 reactions and 888 catalyst types from USPTO. Task: Predict which catalyst facilitates the given reaction. The catalyst class is: 48. Reactant: [N+:1]([C:4]1[CH:5]=[C:6]2[C:11](=[CH:12][CH:13]=1)[NH:10][C:9](=O)[CH2:8][CH2:7]2)([O-:3])=[O:2].C(C1C(=O)C([Cl:25])=C(Cl)C(=O)C=1C#N)#N.O=P(Cl)(Cl)Cl. Product: [Cl:25][C:9]1[CH:8]=[CH:7][C:6]2[C:11](=[CH:12][CH:13]=[C:4]([N+:1]([O-:3])=[O:2])[CH:5]=2)[N:10]=1.